Regression/Classification. Given a drug SMILES string, predict its absorption, distribution, metabolism, or excretion properties. Task type varies by dataset: regression for continuous measurements (e.g., permeability, clearance, half-life) or binary classification for categorical outcomes (e.g., BBB penetration, CYP inhibition). For this dataset (solubility_aqsoldb), we predict Y. From a dataset of Aqueous solubility values for 9,982 compounds from the AqSolDB database. (1) The drug is O=S(=O)(O)c1cccc2cc(Nc3ccccc3)cc(Nc3ccccc3)c12. The Y is -4.67 log mol/L. (2) The drug is CC12CCC3c4ccc(O)cc4CCC3C1CCC2O. The Y is -4.83 log mol/L. (3) The molecule is CCCCC(C#N)c1ccccc1. The Y is -3.66 log mol/L. (4) The compound is CCOC(=O)C(C)Oc1ccc(Oc2nc3ccc(Cl)cc3s2)cc1. The Y is -5.67 log mol/L. (5) The drug is CCC(c1ccc(O)cc1)C(CC)c1ccc(O)cc1. The Y is -4.35 log mol/L. (6) The drug is COC(=O)c1ccccc1OC(C)=O. The Y is -1.84 log mol/L. (7) The molecule is CCC(N)C(=O)O. The Y is 0.287 log mol/L. (8) The compound is OCCN1CCN(CCCN2c3ccccc3Sc3ccc(C(F)(F)F)cc32)CC1. The Y is -4.15 log mol/L. (9) The molecule is OCCCBr. The Y is 0.00930 log mol/L.